Dataset: Catalyst prediction with 721,799 reactions and 888 catalyst types from USPTO. Task: Predict which catalyst facilitates the given reaction. (1) Reactant: [OH:1][CH2:2][CH2:3][C:4]#[C:5][C:6]1[CH:21]=[CH:20][C:9]([O:10][CH2:11][CH2:12][CH2:13][N:14]2[CH2:19][CH2:18][CH2:17][CH2:16][CH2:15]2)=[CH:8][CH:7]=1.C(N(CC)CC)C.[S:29](Cl)([C:32]1[CH:38]=[CH:37][C:35]([CH3:36])=[CH:34][CH:33]=1)(=[O:31])=[O:30]. Product: [S:29]([O:1][CH2:2][CH2:3][C:4]#[C:5][C:6]1[CH:21]=[CH:20][C:9]([O:10][CH2:11][CH2:12][CH2:13][N:14]2[CH2:19][CH2:18][CH2:17][CH2:16][CH2:15]2)=[CH:8][CH:7]=1)([C:32]1[CH:38]=[CH:37][C:35]([CH3:36])=[CH:34][CH:33]=1)(=[O:31])=[O:30]. The catalyst class is: 599. (2) Reactant: [NH:1]1[CH2:9][CH2:8][CH:4]([C:5]([OH:7])=[O:6])[CH2:3][CH2:2]1.[OH-].[Na+].[C:12](Cl)(=[O:19])[C:13]1[CH:18]=[CH:17][CH:16]=[CH:15][CH:14]=1.Cl. Product: [C:12]([N:1]1[CH2:9][CH2:8][CH:4]([C:5]([OH:7])=[O:6])[CH2:3][CH2:2]1)(=[O:19])[C:13]1[CH:18]=[CH:17][CH:16]=[CH:15][CH:14]=1. The catalyst class is: 6. (3) Reactant: CCN=C=NCCCN(C)C.Cl.C1C=CC2N(O)N=NC=2C=1.[CH3:23][C:24]([O:27][C:28]([NH:30][C@@H:31]([C:40]([OH:42])=O)[CH2:32][C:33]1[CH:38]=[CH:37][C:36]([Cl:39])=[CH:35][CH:34]=1)=[O:29])([CH3:26])[CH3:25].Cl.Cl.[Br:45][C:46]1[CH:47]=[C:48]2[C:53](=[CH:54][CH:55]=1)[N:52]=[CH:51][N:50]=[C:49]2[N:56]1[CH2:61][CH2:60][NH:59][CH2:58][CH2:57]1.C(N(CC)CC)C. Product: [C:24]([O:27][C:28](=[O:29])[NH:30][CH:31]([CH2:32][C:33]1[CH:34]=[CH:35][C:36]([Cl:39])=[CH:37][CH:38]=1)[C:40]([N:59]1[CH2:60][CH2:61][N:56]([C:49]2[C:48]3[C:53](=[CH:54][CH:55]=[C:46]([Br:45])[CH:47]=3)[N:52]=[CH:51][N:50]=2)[CH2:57][CH2:58]1)=[O:42])([CH3:23])([CH3:25])[CH3:26]. The catalyst class is: 31. (4) Reactant: [CH3:1][O:2][C:3]([C@H:5]1[CH2:10][CH2:9][C@H:8]([C:11]([OH:13])=O)[CH2:7][CH2:6]1)=[O:4].ON1C2C=CC=CC=2N=N1.Cl.C(N=C=NCCCN(C)C)C.[CH3:36][N:37]([CH3:42])[CH2:38][CH2:39][NH:40][CH3:41].C(=O)([O-])O.[Na+]. Product: [CH3:36][N:37]([CH3:42])[CH2:38][CH2:39][N:40]([CH3:41])[C:11]([C@H:8]1[CH2:7][CH2:6][C@H:5]([C:3]([O:2][CH3:1])=[O:4])[CH2:10][CH2:9]1)=[O:13]. The catalyst class is: 22. (5) Product: [N:11]1([C:9]([O:8][CH2:1][C:2]2[CH:3]=[CH:4][CH:5]=[CH:6][CH:7]=2)=[O:10])[CH2:12][CH2:13][CH:14]([C:17]([O:19][C:20]([CH3:23])([CH3:22])[CH3:21])=[O:18])[CH2:15][CH2:16]1. Reactant: [CH2:1]([O:8][C:9]([N:11]1[CH2:16][CH2:15][CH:14]([C:17]([OH:19])=[O:18])[CH2:13][CH2:12]1)=[O:10])[C:2]1[CH:7]=[CH:6][CH:5]=[CH:4][CH:3]=1.[C:20](OC(O[C:20]([CH3:23])([CH3:22])[CH3:21])N(C)C)([CH3:23])([CH3:22])[CH3:21]. The catalyst class is: 11. (6) Reactant: C(N(C(C)C)CC)(C)C.[F:10][C:11]1[CH:12]=[C:13]([CH:17]=[CH:18][CH:19]=1)[C:14](Cl)=[O:15].[NH2:20][C:21]1[S:22][CH:23]=[C:24]([C:26]([NH:28][CH:29]2[CH2:34][CH2:33][N:32]([CH2:35][C:36]3[CH:41]=[CH:40][CH:39]=[CH:38][CH:37]=3)[CH2:31][CH2:30]2)=[O:27])[N:25]=1. Product: [CH2:35]([N:32]1[CH2:33][CH2:34][CH:29]([NH:28][C:26]([C:24]2[N:25]=[C:21]([NH:20][C:14](=[O:15])[C:13]3[CH:17]=[CH:18][CH:19]=[C:11]([F:10])[CH:12]=3)[S:22][CH:23]=2)=[O:27])[CH2:30][CH2:31]1)[C:36]1[CH:41]=[CH:40][CH:39]=[CH:38][CH:37]=1. The catalyst class is: 10. (7) Reactant: [CH3:1][CH2:2][N:3]([CH2:6][CH2:7][NH:8][C:9]([C:11]1[C:12]([CH3:29])=[C:13](/[CH:17]=[C:18]2/[C:19]3[CH:20]=[C:21]([F:28])[CH:22]=[CH:23][C:24]=3[NH:25][C:26]/2=[O:27])[NH:14][C:15]=1[CH3:16])=[O:10])[CH2:4][CH3:5].[C:30]([OH:38])(=[O:37])[C@H:31]([CH2:33][C:34]([OH:36])=[O:35])[OH:32]. Product: [CH3:1][CH2:2][N:3]([CH2:6][CH2:7][NH:8][C:9]([C:11]1[C:12]([CH3:29])=[C:13](/[CH:17]=[C:18]2/[C:19]3[CH:20]=[C:21]([F:28])[CH:22]=[CH:23][C:24]=3[NH:25][C:26]/2=[O:27])[NH:14][C:15]=1[CH3:16])=[O:10])[CH2:4][CH3:5].[CH2:33]([C:34]([OH:36])=[O:35])[C@H:31]([OH:32])[C:30]([OH:38])=[O:37]. The catalyst class is: 5. (8) Reactant: [NH2:1][C@@H:2]([CH2:32][C:33]1[CH:34]=[N:35][CH:36]=[CH:37][CH:38]=1)[C:3]([N:5]1[CH2:10][CH2:9][CH:8]([N:11]2[N:20]=[C:19]([C:21]3[CH:26]=[CH:25][C:24]([O:27][CH3:28])=[C:23]([O:29][CH3:30])[CH:22]=3)[C@@H:18]3[C@@H:13]([CH2:14][CH2:15][CH2:16][CH2:17]3)[C:12]2=[O:31])[CH2:7][CH2:6]1)=[O:4].[CH:39]1([CH2:42][O:43][C:44]2[CH:52]=[CH:51][C:47]3[O:48][CH2:49][O:50][C:46]=3[C:45]=2[C:53]2[C:54]3[NH:61][C:60]([CH3:62])=[C:59]([C:63](O)=[O:64])[C:55]=3[N:56]=[CH:57][N:58]=2)[CH2:41][CH2:40]1.CN(C(ON1N=NC2C=CC=CC1=2)=[N+](C)C)C.F[P-](F)(F)(F)(F)F.CCN(C(C)C)C(C)C.C(=O)(O)[O-].[Na+]. Product: [CH:39]1([CH2:42][O:43][C:44]2[CH:52]=[CH:51][C:47]3[O:48][CH2:49][O:50][C:46]=3[C:45]=2[C:53]2[C:54]3[NH:61][C:60]([CH3:62])=[C:59]([C:63]([NH:1][C@@H:2]([CH2:32][C:33]4[CH:34]=[N:35][CH:36]=[CH:37][CH:38]=4)[C:3]([N:5]4[CH2:6][CH2:7][CH:8]([N:11]5[N:20]=[C:19]([C:21]6[CH:26]=[CH:25][C:24]([O:27][CH3:28])=[C:23]([O:29][CH3:30])[CH:22]=6)[C@@H:18]6[C@@H:13]([CH2:14][CH2:15][CH2:16][CH2:17]6)[C:12]5=[O:31])[CH2:9][CH2:10]4)=[O:4])=[O:64])[C:55]=3[N:56]=[CH:57][N:58]=2)[CH2:40][CH2:41]1. The catalyst class is: 2. (9) The catalyst class is: 34. Product: [Cl:1][CH:2]([Cl:24])[C:3]([N:5]1[C@H:9]([CH2:10][F:31])[C@@H:8]([C:12]2[CH:17]=[CH:16][C:15]([S:18]([CH3:21])(=[O:20])=[O:19])=[CH:14][CH:13]=2)[O:7][C:6]1([CH3:23])[CH3:22])=[O:4]. Reactant: [Cl:1][CH:2]([Cl:24])[C:3]([N:5]1[C@H:9]([CH2:10]O)[C@@H:8]([C:12]2[CH:17]=[CH:16][C:15]([S:18]([CH3:21])(=[O:20])=[O:19])=[CH:14][CH:13]=2)[O:7][C:6]1([CH3:23])[CH3:22])=[O:4].C(N(CC)C(F)(F)C(F)C(F)(F)[F:31])C.[OH-].[Na+].C(O)(C)C. (10) Reactant: [C:1]([O:5][C:6]([N:8]([CH3:43])[CH:9]1[CH2:14][CH2:13][CH:12]([O:15][C:16]2[C:27]3[C:26]4[C@@H:25]([CH2:28][CH:29]([NH:32][C:33](=[O:42])[O:34][CH2:35][C:36]5[CH:41]=[CH:40][CH:39]=[CH:38][CH:37]=5)[C:30]#[N:31])[CH2:24][CH2:23][C:22]=4[S:21][C:20]=3[N:19]=[CH:18][N:17]=2)[CH2:11][CH2:10]1)=[O:7])([CH3:4])([CH3:3])[CH3:2].[OH:44][Li].O.OO. Product: [C:1]([O:5][C:6]([N:8]([CH3:43])[CH:9]1[CH2:14][CH2:13][CH:12]([O:15][C:16]2[C:27]3[C:26]4[C@@H:25]([CH2:28][C@H:29]([NH:32][C:33](=[O:42])[O:34][CH2:35][C:36]5[CH:41]=[CH:40][CH:39]=[CH:38][CH:37]=5)[C:30](=[O:44])[NH2:31])[CH2:24][CH2:23][C:22]=4[S:21][C:20]=3[N:19]=[CH:18][N:17]=2)[CH2:11][CH2:10]1)=[O:7])([CH3:3])([CH3:4])[CH3:2].[C:1]([O:5][C:6]([N:8]([CH3:43])[CH:9]1[CH2:14][CH2:13][CH:12]([O:15][C:16]2[C:27]3[C:26]4[C@@H:25]([CH2:28][C@@H:29]([NH:32][C:33](=[O:42])[O:34][CH2:35][C:36]5[CH:41]=[CH:40][CH:39]=[CH:38][CH:37]=5)[C:30](=[O:44])[NH2:31])[CH2:24][CH2:23][C:22]=4[S:21][C:20]=3[N:19]=[CH:18][N:17]=2)[CH2:11][CH2:10]1)=[O:7])([CH3:3])([CH3:4])[CH3:2]. The catalyst class is: 5.